Dataset: Catalyst prediction with 721,799 reactions and 888 catalyst types from USPTO. Task: Predict which catalyst facilitates the given reaction. (1) Reactant: C1(P(C2C=CC=CC=2)C2C=CC=CC=2)C=CC=CC=1.[NH2:20][C:21]1[C:22]([C:26]2[N:27]([C:46]3[CH:51]=[CH:50][C:49]([OH:52])=[CH:48][CH:47]=3)[C:28]3[CH:33]=[C:32]([O:34][C:35]4[CH:36]=[C:37]([NH:41][C:42](=[O:44])[CH3:43])[CH:38]=[CH:39][CH:40]=4)[N:31]=[CH:30][C:29]=3[N:45]=2)=[N:23][O:24][N:25]=1.C([NH:60][CH2:61][CH2:62]O)(OC(C)(C)C)=O.O. Product: [NH2:60][CH2:61][CH2:62][O:52][C:49]1[CH:50]=[CH:51][C:46]([N:27]2[C:28]3[CH:33]=[C:32]([O:34][C:35]4[CH:36]=[C:37]([NH:41][C:42](=[O:44])[CH3:43])[CH:38]=[CH:39][CH:40]=4)[N:31]=[CH:30][C:29]=3[N:45]=[C:26]2[C:22]2[C:21]([NH2:20])=[N:25][O:24][N:23]=2)=[CH:47][CH:48]=1. The catalyst class is: 12. (2) Reactant: [CH:1]([C:3]1[N:4]=[C:5]2[C:10]([N:11]3[CH2:16][CH2:15][O:14][CH2:13][CH2:12]3)=[CH:9][CH:8]=[N:7][N:6]2[C:17]=1[C:18]1[CH:30]=[CH:29][C:21]([C:22]([O:24][C:25]([CH3:28])([CH3:27])[CH3:26])=[O:23])=[CH:20][CH:19]=1)=O.[CH3:31][O:32][C:33]1[C:34]([CH3:43])=[N:35][C:36]2[C:41]([CH:42]=1)=[CH:40][CH:39]=[CH:38][CH:37]=2.C[Si](Cl)(C)C.CCOC(C)=O. Product: [CH3:31][O:32][C:33]1[C:34](/[CH:43]=[CH:1]/[C:3]2[N:4]=[C:5]3[C:10]([N:11]4[CH2:16][CH2:15][O:14][CH2:13][CH2:12]4)=[CH:9][CH:8]=[N:7][N:6]3[C:17]=2[C:18]2[CH:30]=[CH:29][C:21]([C:22]([O:24][C:25]([CH3:26])([CH3:28])[CH3:27])=[O:23])=[CH:20][CH:19]=2)=[N:35][C:36]2[C:41]([CH:42]=1)=[CH:40][CH:39]=[CH:38][CH:37]=2. The catalyst class is: 3. (3) Reactant: C([C:3]1[CH:11]=[C:10](/[CH:12]=[CH:13]/[C:14]2[CH:19]=[CH:18][CH:17]=[CH:16][CH:15]=2)[CH:9]=[CH:8][C:4]=1[C:5]([OH:7])=O)C.CCN(C(C)C)C(C)C.C(Cl)CCl.C1C=CC2N(O)N=NC=2C=1.Cl.[OH:44][CH:45]1[CH2:50][CH2:49][NH:48][CH2:47][CH2:46]1. Product: [OH:44][CH:45]1[CH2:50][CH2:49][N:48]([C:5]([C:4]2[CH:3]=[CH:11][C:10]([CH:12]=[CH:13][C:14]3[CH:15]=[CH:16][CH:17]=[CH:18][CH:19]=3)=[CH:9][CH:8]=2)=[O:7])[CH2:47][CH2:46]1. The catalyst class is: 18. (4) Reactant: [CH2:1]([NH:3][C:4]1[C:9]([CH:10]=[CH:11][C:12](OCC)=[O:13])=[CH:8][N:7]=[C:6]([NH:17][C:18]2[CH:23]=[CH:22][CH:21]=[CH:20][CH:19]=2)[N:5]=1)[CH3:2].N12CCCN=C1CCCCC2. Product: [CH2:1]([N:3]1[C:4]2[N:5]=[C:6]([NH:17][C:18]3[CH:23]=[CH:22][CH:21]=[CH:20][CH:19]=3)[N:7]=[CH:8][C:9]=2[CH:10]=[CH:11][C:12]1=[O:13])[CH3:2]. The catalyst class is: 66.